From a dataset of NCI-60 drug combinations with 297,098 pairs across 59 cell lines. Regression. Given two drug SMILES strings and cell line genomic features, predict the synergy score measuring deviation from expected non-interaction effect. (1) Drug 2: COCCOC1=C(C=C2C(=C1)C(=NC=N2)NC3=CC=CC(=C3)C#C)OCCOC.Cl. Synergy scores: CSS=5.89, Synergy_ZIP=-2.21, Synergy_Bliss=2.35, Synergy_Loewe=0.809, Synergy_HSA=1.35. Drug 1: C(CC(=O)O)C(=O)CN.Cl. Cell line: PC-3. (2) Drug 1: C1CN1P(=S)(N2CC2)N3CC3. Drug 2: C1CC(C1)(C(=O)O)C(=O)O.[NH2-].[NH2-].[Pt+2]. Cell line: SR. Synergy scores: CSS=74.6, Synergy_ZIP=3.51, Synergy_Bliss=4.36, Synergy_Loewe=-2.77, Synergy_HSA=5.56. (3) Drug 1: CC1=C(C(=CC=C1)Cl)NC(=O)C2=CN=C(S2)NC3=CC(=NC(=N3)C)N4CCN(CC4)CCO. Drug 2: C(CC(=O)O)C(=O)CN.Cl. Cell line: MALME-3M. Synergy scores: CSS=6.72, Synergy_ZIP=-2.25, Synergy_Bliss=4.27, Synergy_Loewe=1.94, Synergy_HSA=2.47. (4) Drug 1: COC1=C2C(=CC3=C1OC=C3)C=CC(=O)O2. Drug 2: C1CNP(=O)(OC1)N(CCCl)CCCl. Cell line: SF-295. Synergy scores: CSS=-3.80, Synergy_ZIP=1.32, Synergy_Bliss=-2.25, Synergy_Loewe=-0.615, Synergy_HSA=-6.30. (5) Drug 1: CC1=C(C=C(C=C1)NC(=O)C2=CC=C(C=C2)CN3CCN(CC3)C)NC4=NC=CC(=N4)C5=CN=CC=C5. Drug 2: C1C(C(OC1N2C=NC(=NC2=O)N)CO)O. Cell line: M14. Synergy scores: CSS=2.00, Synergy_ZIP=3.10, Synergy_Bliss=-3.45, Synergy_Loewe=-5.40, Synergy_HSA=-3.09. (6) Drug 1: C1=CC(=CC=C1C#N)C(C2=CC=C(C=C2)C#N)N3C=NC=N3. Drug 2: CCC1(C2=C(COC1=O)C(=O)N3CC4=CC5=C(C=CC(=C5CN(C)C)O)N=C4C3=C2)O.Cl. Cell line: 786-0. Synergy scores: CSS=17.3, Synergy_ZIP=0.731, Synergy_Bliss=-0.636, Synergy_Loewe=-15.1, Synergy_HSA=-3.59. (7) Cell line: RXF 393. Synergy scores: CSS=24.0, Synergy_ZIP=-1.89, Synergy_Bliss=-3.64, Synergy_Loewe=-8.43, Synergy_HSA=-2.84. Drug 1: C1=CN(C(=O)N=C1N)C2C(C(C(O2)CO)O)O.Cl. Drug 2: N.N.Cl[Pt+2]Cl. (8) Cell line: NCI-H522. Drug 2: CC1CCCC2(C(O2)CC(NC(=O)CC(C(C(=O)C(C1O)C)(C)C)O)C(=CC3=CSC(=N3)C)C)C. Drug 1: COC1=CC(=CC(=C1O)OC)C2C3C(COC3=O)C(C4=CC5=C(C=C24)OCO5)OC6C(C(C7C(O6)COC(O7)C8=CC=CS8)O)O. Synergy scores: CSS=30.5, Synergy_ZIP=-9.84, Synergy_Bliss=-1.44, Synergy_Loewe=-0.632, Synergy_HSA=-0.426. (9) Drug 1: CS(=O)(=O)CCNCC1=CC=C(O1)C2=CC3=C(C=C2)N=CN=C3NC4=CC(=C(C=C4)OCC5=CC(=CC=C5)F)Cl. Drug 2: CC1C(C(CC(O1)OC2CC(CC3=C2C(=C4C(=C3O)C(=O)C5=CC=CC=C5C4=O)O)(C(=O)C)O)N)O. Cell line: BT-549. Synergy scores: CSS=41.6, Synergy_ZIP=4.94, Synergy_Bliss=6.69, Synergy_Loewe=-14.2, Synergy_HSA=6.21.